From a dataset of Full USPTO retrosynthesis dataset with 1.9M reactions from patents (1976-2016). Predict the reactants needed to synthesize the given product. (1) Given the product [Cl:19][C:8]1[S:9][C:10]2[C:2]([CH3:1])=[C:3]([N+:12]([O-:14])=[O:13])[CH:4]=[CH:5][C:6]=2[N:7]=1, predict the reactants needed to synthesize it. The reactants are: [CH3:1][C:2]1[C:10]2[S:9][C:8](N)=[N:7][C:6]=2[CH:5]=[CH:4][C:3]=1[N+:12]([O-:14])=[O:13].N([O-])=O.[Na+].[ClH:19]. (2) Given the product [CH:6]([O:9][CH:10]1[C:15](=[O:16])[CH2:14][CH2:13][N:12]([C:20]([O:22][C:23]([CH3:25])([CH3:24])[CH3:26])=[O:21])[CH2:11]1)([CH3:8])[CH3:7], predict the reactants needed to synthesize it. The reactants are: CS(O)(=O)=O.[CH:6]([O:9][CH:10]1[C:15](OC)([O:16]C)[CH2:14][CH2:13][N:12]([C:20]([O:22][C:23]([CH3:26])([CH3:25])[CH3:24])=[O:21])[CH2:11]1)([CH3:8])[CH3:7].C(=O)(O)[O-].[Na+]. (3) Given the product [CH2:2]([O:12][C:13]1[CH:20]=[CH:19][C:16]([CH:17]=[O:18])=[CH:15][C:14]=1[N+:21]([O-:23])=[O:22])[CH3:3], predict the reactants needed to synthesize it. The reactants are: O[C:2]1C=CC(C=O)=C[C:3]=1OC.[OH:12][C:13]1[CH:20]=[CH:19][C:16]([CH:17]=[O:18])=[CH:15][C:14]=1[N+:21]([O-:23])=[O:22].